This data is from Catalyst prediction with 721,799 reactions and 888 catalyst types from USPTO. The task is: Predict which catalyst facilitates the given reaction. (1) Reactant: O[N:2]=[C:3]1[CH2:11][C:10]2[C:5](=[CH:6][CH:7]=[CH:8][C:9]=2[CH3:12])[C:4]1=[O:13].C1(C)C=CC(S(Cl)(=O)=[O:21])=CC=1.C(O)(=O)CC(CC(O)=O)(C(O)=O)O. Product: [C:3]([CH2:11][C:10]1[C:9]([CH3:12])=[CH:8][CH:7]=[CH:6][C:5]=1[C:4]([OH:13])=[O:21])#[N:2]. The catalyst class is: 74. (2) Product: [Si:19]([O:18][C@H:17]([CH2:26][O:27][Si:28]([C:29]([CH3:30])([CH3:32])[CH3:31])([CH3:33])[CH3:34])[CH2:16][N:7]1[C:8]2[C:4](=[CH:3][C:2]([CH3:1])=[CH:10][CH:9]=2)[CH:5]=[C:6]1[C:11]#[N:12])([C:20]([CH3:23])([CH3:22])[CH3:21])([CH3:25])[CH3:24]. Reactant: [CH3:1][C:2]1[CH:3]=[C:4]2[C:8](=[CH:9][CH:10]=1)[NH:7][C:6]([C:11]#[N:12])=[CH:5]2.[H-].[Na+].Cl[CH2:16][C@@H:17]([CH2:26][O:27][Si:28]([CH3:34])([CH3:33])[C:29]([CH3:32])([CH3:31])[CH3:30])[O:18][Si:19]([CH3:25])([CH3:24])[C:20]([CH3:23])([CH3:22])[CH3:21]. The catalyst class is: 18.